Dataset: Forward reaction prediction with 1.9M reactions from USPTO patents (1976-2016). Task: Predict the product of the given reaction. (1) Given the reactants [C:1]([O:5][C:6]([N:8]1[CH2:13][CH:12]2[CH2:14][CH2:15][CH:9]1[CH2:10][C:11]2=[CH:16][C:17]1[CH:22]=[CH:21][C:20]([Cl:23])=[C:19]([Cl:24])[CH:18]=1)=[O:7])([CH3:4])([CH3:3])[CH3:2].CCO, predict the reaction product. The product is: [C:1]([O:5][C:6]([N:8]1[CH2:13][CH:12]2[CH2:14][CH2:15][CH:9]1[CH2:10][CH:11]2[CH2:16][C:17]1[CH:22]=[CH:21][C:20]([Cl:23])=[C:19]([Cl:24])[CH:18]=1)=[O:7])([CH3:4])([CH3:2])[CH3:3]. (2) Given the reactants [H-].[Na+].[I-].[CH3:4][S+](C)C.[Cl:8][C:9]1[CH:10]=[C:11]([CH:14]=[C:15]([Cl:17])[CH:16]=1)[CH:12]=[O:13], predict the reaction product. The product is: [Cl:8][C:9]1[CH:10]=[C:11]([CH:12]2[CH2:4][O:13]2)[CH:14]=[C:15]([Cl:17])[CH:16]=1. (3) The product is: [CH3:1][O:2][C:3](=[O:20])[C:4]1[CH:18]=[C:17]([NH:19][S:31]([CH2:30][CH2:29][CH2:28][Cl:27])(=[O:33])=[O:32])[CH:16]=[C:6]([C:7]([N:9]([CH2:10][CH2:11][CH3:12])[CH2:13][CH2:14][CH3:15])=[O:8])[CH:5]=1. Given the reactants [CH3:1][O:2][C:3](=[O:20])[C:4]1[CH:18]=[C:17]([NH2:19])[CH:16]=[C:6]([C:7]([N:9]([CH2:13][CH2:14][CH3:15])[CH2:10][CH2:11][CH3:12])=[O:8])[CH:5]=1.N1C=CC=CC=1.[Cl:27][CH2:28][CH2:29][CH2:30][S:31](Cl)(=[O:33])=[O:32], predict the reaction product. (4) Given the reactants [F:1][C:2]([F:17])([F:16])[C:3]1[CH:4]=C([CH:8]=[CH:9][C:10]=1[O:11][C@H:12]([CH2:14][CH3:15])[CH3:13])C#N.[OH-:18].[Na+].[CH2:20]([OH:22])[CH3:21], predict the reaction product. The product is: [F:1][C:2]([F:17])([F:16])[C:3]1[CH:4]=[C:21]([CH:8]=[CH:9][C:10]=1[O:11][C@H:12]([CH2:14][CH3:15])[CH3:13])[C:20]([OH:18])=[O:22]. (5) Given the reactants [CH:1]([N:4]1[C:9](=[O:10])[CH:8]=[CH:7][C:6]([C:11]2[C:12]([C:20]3[CH:25]=[CH:24][CH:23]=[CH:22][CH:21]=3)=[N:13][CH:14]=[C:15]([CH:19]=2)[C:16](N)=[O:17])=[N:5]1)([CH3:3])[CH3:2].[OH-].[Na+].CC[OH:30], predict the reaction product. The product is: [CH:1]([N:4]1[C:9](=[O:10])[CH:8]=[CH:7][C:6]([C:11]2[C:12]([C:20]3[CH:21]=[CH:22][CH:23]=[CH:24][CH:25]=3)=[N:13][CH:14]=[C:15]([CH:19]=2)[C:16]([OH:17])=[O:30])=[N:5]1)([CH3:3])[CH3:2]. (6) Given the reactants C(Cl)(=O)C(Cl)=O.CS(C)=O.[CH3:11][C:12]1[N:17]=[CH:16][C:15]([CH2:18][OH:19])=[CH:14][CH:13]=1.C(N(CC)CC)C, predict the reaction product. The product is: [CH3:11][C:12]1[CH:13]=[CH:14][C:15]([CH:18]=[O:19])=[CH:16][N:17]=1. (7) Given the reactants [NH2:1][C:2]1[C:10]2[C:5](=[CH:6][CH:7]=[CH:8][C:9]=2[F:11])[C:4]([C:19]2[CH:20]=[C:21]([CH3:29])[C:22]([O:27][CH3:28])=[C:23]([CH2:25][OH:26])[CH:24]=2)([C:12]2[CH:17]=[CH:16][CH:15]=[C:14](Br)[CH:13]=2)[N:3]=1.[N:30]1[CH:35]=[C:34](B(O)O)[CH:33]=[N:32][CH:31]=1.C(=O)([O-])[O-].[Cs+].[Cs+], predict the reaction product. The product is: [NH2:1][C:2]1[C:10]2[C:5](=[CH:6][CH:7]=[CH:8][C:9]=2[F:11])[C:4]([C:19]2[CH:20]=[C:21]([CH3:29])[C:22]([O:27][CH3:28])=[C:23]([CH2:25][OH:26])[CH:24]=2)([C:12]2[CH:17]=[CH:16][CH:15]=[C:14]([C:34]3[CH:35]=[N:30][CH:31]=[N:32][CH:33]=3)[CH:13]=2)[N:3]=1. (8) Given the reactants Cl[CH2:2][C:3]([NH:5][C@H:6]([C:16]1[C:21]([C:22]2[CH:23]=[CH:24][C:25]([F:31])=[C:26]([CH:30]=2)[C:27]([NH2:29])=[O:28])=[CH:20][CH:19]=[CH:18][N:17]=1)[CH2:7][C:8]1[CH:13]=[C:12]([F:14])[CH:11]=[C:10]([F:15])[CH:9]=1)=[O:4].[Br:32][C:33]1[C:34]([C:38]([F:41])([F:40])[F:39])=[N:35][NH:36][CH:37]=1, predict the reaction product. The product is: [Br:32][C:33]1[C:34]([C:38]([F:41])([F:40])[F:39])=[N:35][N:36]([CH2:2][C:3]([NH:5][C@H:6]([C:16]2[C:21]([C:22]3[CH:23]=[CH:24][C:25]([F:31])=[C:26]([CH:30]=3)[C:27]([NH2:29])=[O:28])=[CH:20][CH:19]=[CH:18][N:17]=2)[CH2:7][C:8]2[CH:13]=[C:12]([F:14])[CH:11]=[C:10]([F:15])[CH:9]=2)=[O:4])[CH:37]=1. (9) Given the reactants BrC1C=CC(S(O[CH2:12][C@@H:13]2[O:27][C:17]3=[C:18]4[C:23](=[CH:24][CH:25]=[C:16]3[O:15][CH2:14]2)[N:22]=[C:21]([CH3:26])[CH:20]=[CH:19]4)(=O)=O)=CC=1.Cl.Cl.[Cl:30][C:31]1[CH:36]=[CH:35][C:34]([N:37]2[CH2:42][CH2:41][NH:40][CH2:39][CH2:38]2)=[CH:33][CH:32]=1.C(N(CC)C(C)C)(C)C, predict the reaction product. The product is: [Cl:30][C:31]1[CH:32]=[CH:33][C:34]([N:37]2[CH2:42][CH2:41][N:40]([CH2:12][C@@H:13]3[O:27][C:17]4=[C:18]5[C:23](=[CH:24][CH:25]=[C:16]4[O:15][CH2:14]3)[N:22]=[C:21]([CH3:26])[CH:20]=[CH:19]5)[CH2:39][CH2:38]2)=[CH:35][CH:36]=1. (10) Given the reactants [Cl:1][C:2]1[CH:24]=[C:23]([Cl:25])[CH:22]=[CH:21][C:3]=1[CH2:4][C:5]1[C:9]2=[N:10][CH:11]=[CH:12][CH:13]=[C:8]2[N+:7]([O-])([C:14]([O:16][CH2:17][CH3:18])=[O:15])[C:6]=1[CH3:20].C[Si]([C:30]#[N:31])(C)C.C(=O)([O-])O.[Na+], predict the reaction product. The product is: [Cl:1][C:2]1[CH:24]=[C:23]([Cl:25])[CH:22]=[CH:21][C:3]=1[CH2:4][C:5]1[C:9]2=[N:10][C:11]([C:30]#[N:31])=[CH:12][CH:13]=[C:8]2[N:7]([C:14]([O:16][CH2:17][CH3:18])=[O:15])[C:6]=1[CH3:20].